Dataset: Full USPTO retrosynthesis dataset with 1.9M reactions from patents (1976-2016). Task: Predict the reactants needed to synthesize the given product. (1) Given the product [Br:30][C:11]1[CH:12]=[C:13]2[C:3]3([CH2:4][CH2:5][N:1]([C:23]([O:25][C:26]([CH3:29])([CH3:28])[CH3:27])=[O:24])[CH2:2]3)[CH2:6][N:7]([C:14]([O:16][CH2:17][CH2:18][Si:19]([CH3:22])([CH3:20])[CH3:21])=[O:15])[C:8]2=[CH:9][CH:10]=1, predict the reactants needed to synthesize it. The reactants are: [N:1]1([C:23]([O:25][C:26]([CH3:29])([CH3:28])[CH3:27])=[O:24])[CH2:5][CH2:4][C:3]2([C:13]3[C:8](=[CH:9][CH:10]=[CH:11][CH:12]=3)[N:7]([C:14]([O:16][CH2:17][CH2:18][Si:19]([CH3:22])([CH3:21])[CH3:20])=[O:15])[CH2:6]2)[CH2:2]1.[Br:30]N1C(=O)CCC1=O.S([O-])([O-])(=O)=S.[Na+].[Na+]. (2) Given the product [Br:1][C:2]1[CH:7]=[CH:6][C:5]([C:8]2([C:9]#[N:10])[CH2:13][CH2:12]2)=[CH:4][CH:3]=1, predict the reactants needed to synthesize it. The reactants are: [Br:1][C:2]1[CH:7]=[CH:6][C:5]([CH2:8][C:9]#[N:10])=[CH:4][CH:3]=1.Br[CH2:12][CH2:13]Cl.C(OCC)C. (3) Given the product [C:6]([C:5]1[CH:8]=[CH:9][C:2]([S:10][C:11]2[CH:19]=[CH:18][CH:14]=[CH:13][C:12]=2[C:20]([OH:21])=[O:23])=[CH:3][CH:4]=1)#[N:7], predict the reactants needed to synthesize it. The reactants are: F[C:2]1[CH:9]=[CH:8][C:5]([C:6]#[N:7])=[CH:4][CH:3]=1.[SH:10][C:11]1[CH:19]=[CH:18][C:14](C(O)=O)=[CH:13][CH:12]=1.[C:20](=[O:23])([O-])[O-:21].[K+].[K+].Cl. (4) The reactants are: [CH:1]([NH:4][C:5]([C@H:7]1[CH2:12][CH2:11][C@@H:10]([NH:13][C:14]2[C:19]([N+:20]([O-])=O)=[CH:18][N:17]=[C:16]([O:23][CH3:24])[CH:15]=2)[CH2:9][CH2:8]1)=[O:6])([CH3:3])[CH3:2]. Given the product [NH2:20][C:19]1[C:14]([NH:13][C@@H:10]2[CH2:9][CH2:8][C@H:7]([C:5]([NH:4][CH:1]([CH3:3])[CH3:2])=[O:6])[CH2:12][CH2:11]2)=[CH:15][C:16]([O:23][CH3:24])=[N:17][CH:18]=1, predict the reactants needed to synthesize it. (5) Given the product [C:16]([C:9]1[CH:10]=[CH:11][C:12]([O:15][CH2:25][CH2:26][CH2:27][CH2:28][O:29][C:30]2[CH:31]=[CH:32][C:33]([C:34]#[N:35])=[CH:36][CH:37]=2)=[C:13]([CH3:14])[C:8]=1[OH:7])(=[O:17])[C:18]1[CH:19]=[CH:20][CH:21]=[CH:22][CH:23]=1, predict the reactants needed to synthesize it. The reactants are: C(=O)([O-])[O-].[K+].[K+].[OH:7][C:8]1[C:13]([CH3:14])=[C:12]([OH:15])[CH:11]=[CH:10][C:9]=1[C:16]([C:18]1[CH:23]=[CH:22][CH:21]=[CH:20][CH:19]=1)=[O:17].Br[CH2:25][CH2:26][CH2:27][CH2:28][O:29][C:30]1[CH:37]=[CH:36][C:33]([C:34]#[N:35])=[CH:32][CH:31]=1. (6) Given the product [CH2:12]([N:7]1[C:8]2[C:4](=[C:3]([CH3:18])[C:2]([NH:1][C:26](=[O:31])[C:27]([CH3:30])([CH3:29])[CH3:28])=[C:10]([CH3:11])[CH:9]=2)[CH2:5][CH2:6]1)[CH2:13][CH2:14][CH2:15][CH2:16][CH3:17], predict the reactants needed to synthesize it. The reactants are: [NH2:1][C:2]1[C:3]([CH3:18])=[C:4]2[C:8](=[CH:9][C:10]=1[CH3:11])[N:7]([CH2:12][CH2:13][CH2:14][CH2:15][CH2:16][CH3:17])[CH2:6][CH2:5]2.C(N(CC)CC)C.[C:26](Cl)(=[O:31])[C:27]([CH3:30])([CH3:29])[CH3:28].O. (7) Given the product [OH:15][C:16]1[C:17]([Br:13])=[CH:18][C:19]([CH3:26])=[C:20]2[C:25]=1[N:24]=[CH:23][CH:22]=[CH:21]2, predict the reactants needed to synthesize it. The reactants are: C1(C)C=CC=CC=1.C(N)(C)(C)C.[Br:13]Br.[OH:15][C:16]1[CH:17]=[CH:18][C:19]([CH3:26])=[C:20]2[C:25]=1[N:24]=[CH:23][CH:22]=[CH:21]2. (8) Given the product [CH:13]([O:12][CH2:11][C@H:5]1[CH2:6][CH2:7][C@H:8]([CH2:13][O:12][CH:11]=[CH2:5])[CH2:9][CH2:10]1)=[CH2:14], predict the reactants needed to synthesize it. The reactants are: C(OC[C:5]1([CH2:11][O:12][CH:13]=[CH2:14])[CH2:10][CH2:9][CH2:8][CH2:7][CH2:6]1)=C. (9) Given the product [O:2]1[CH2:6][CH2:5][CH:4]([CH2:7][NH:8][C:34]([C:31]2[CH:30]=[C:29]([CH2:28][O:27][CH2:26][C:25]3[CH:37]=[CH:38][CH:39]=[C:23]([O:16][C:17]4[CH:22]=[CH:21][CH:20]=[CH:19][CH:18]=4)[CH:24]=3)[O:33][N:32]=2)=[O:35])[CH2:3]1, predict the reactants needed to synthesize it. The reactants are: Cl.[O:2]1[CH2:6][CH2:5][CH:4]([CH2:7][NH2:8])[CH2:3]1.C(N(CC)CC)C.[O:16]([C:23]1[CH:24]=[C:25]([CH:37]=[CH:38][CH:39]=1)[CH2:26][O:27][CH2:28][C:29]1[O:33][N:32]=[C:31]([C:34](O)=[O:35])[CH:30]=1)[C:17]1[CH:22]=[CH:21][CH:20]=[CH:19][CH:18]=1.ON1C2C=CC=CC=2N=N1.Cl.C(N=C=NCCCN(C)C)C.Cl.